This data is from Catalyst prediction with 721,799 reactions and 888 catalyst types from USPTO. The task is: Predict which catalyst facilitates the given reaction. (1) Reactant: [F:1][C:2]1[CH:7]=[CH:6][C:5](/[CH:8]=[CH:9]/[O:10]C)=[CH:4][C:3]=1[O:12][C:13]1[CH:18]=[CH:17][CH:16]=[CH:15][CH:14]=1.Cl.O1CCCC1. Product: [F:1][C:2]1[CH:7]=[CH:6][C:5]([CH2:8][CH:9]=[O:10])=[CH:4][C:3]=1[O:12][C:13]1[CH:14]=[CH:15][CH:16]=[CH:17][CH:18]=1. The catalyst class is: 6. (2) Reactant: [CH2:1]([O:8][C:9](=[O:34])[CH2:10][CH:11]([S:19]([N:21]1[CH2:26][CH2:25][CH:24]([CH2:27][C:28]2[CH:33]=[CH:32][CH:31]=[CH:30][CH:29]=2)[CH2:23][CH2:22]1)=[O:20])[CH2:12][C:13]1[CH:18]=[CH:17][CH:16]=[CH:15][CH:14]=1)[C:2]1[CH:7]=[CH:6][CH:5]=[CH:4][CH:3]=1.O.CC[O:38]C(C)=O. Product: [CH2:1]([O:8][C:9](=[O:34])[CH2:10][CH:11]([S:19]([N:21]1[CH2:26][CH2:25][CH:24]([CH2:27][C:28]2[CH:29]=[CH:30][CH:31]=[CH:32][CH:33]=2)[CH2:23][CH2:22]1)(=[O:38])=[O:20])[CH2:12][C:13]1[CH:18]=[CH:17][CH:16]=[CH:15][CH:14]=1)[C:2]1[CH:3]=[CH:4][CH:5]=[CH:6][CH:7]=1. The catalyst class is: 291. (3) Reactant: [CH:1]1([N:6]2[CH2:12][C:11]3([CH2:14][CH2:13]3)[C:10](=[O:15])[N:9]([CH3:16])[C:8]3[CH:17]=[N:18][C:19]([NH:21][C:22]4[CH:30]=[CH:29][C:25]([C:26](O)=[O:27])=[CH:24][C:23]=4[O:31][CH3:32])=[N:20][C:7]2=3)[CH2:5][CH2:4][CH2:3][CH2:2]1.CCN(C(C)C)C(C)C.CN(C(ON1N=NC2C=CC=CC1=2)=[N+](C)C)C.[B-](F)(F)(F)F.[CH:64]1([CH2:67][N:68]2[CH2:74][CH2:73][CH2:72][N:71]([CH:75]3[CH2:80][CH2:79][CH:78]([NH2:81])[CH2:77][CH2:76]3)[CH2:70][CH2:69]2)[CH2:66][CH2:65]1. Product: [CH:1]1([N:6]2[CH2:12][C:11]3([CH2:14][CH2:13]3)[C:10](=[O:15])[N:9]([CH3:16])[C:8]3[CH:17]=[N:18][C:19]([NH:21][C:22]4[CH:30]=[CH:29][C:25]([C:26]([NH:81][CH:78]5[CH2:77][CH2:76][CH:75]([N:71]6[CH2:72][CH2:73][CH2:74][N:68]([CH2:67][CH:64]7[CH2:65][CH2:66]7)[CH2:69][CH2:70]6)[CH2:80][CH2:79]5)=[O:27])=[CH:24][C:23]=4[O:31][CH3:32])=[N:20][C:7]2=3)[CH2:5][CH2:4][CH2:3][CH2:2]1. The catalyst class is: 3. (4) Reactant: CCN(C(C(C1C=CC=CC=1)CO)=O)CC1C=CN=CC=1.[CH:22]1[CH:23]=[CH:24][C:25]([C:44]([O-:46])=[O:45])=[C:26]([C:28]2[C:38]3[CH:39]=[CH:40][C:41]([O-:43])=[CH:42][C:37]=3[O:36][C:35]3[C:29]=2[CH:30]=[CH:31][C:32]([CH:34]=3)=[O:33])[CH:27]=1.[Na+].[Na+]. Product: [CH:22]1[CH:23]=[CH:24][C:25]([C:44]([OH:46])=[O:45])=[C:26]([C:28]2[C:29]3[CH:30]=[CH:31][C:32]([OH:33])=[CH:34][C:35]=3[O:36][C:37]3[C:38]=2[CH:39]=[CH:40][C:41]([CH:42]=3)=[O:43])[CH:27]=1. The catalyst class is: 6.